From a dataset of Full USPTO retrosynthesis dataset with 1.9M reactions from patents (1976-2016). Predict the reactants needed to synthesize the given product. Given the product [CH2:45]([C:6]1[C:5]([OH:4])=[CH:10][C:9]([OH:11])=[C:8]([C:15](=[O:33])[C:16]2[CH:21]=[CH:20][C:19]([O:22][CH2:23][CH2:24][N:25]3[CH2:30][CH2:29][O:28][CH2:27][CH2:26]3)=[C:18]([O:31][CH3:32])[CH:17]=2)[C:7]=1[CH2:34][C:35]([N:37]([CH2:42][CH2:43][OH:44])[CH2:38][CH2:39][O:40][CH3:41])=[O:36])[CH3:46], predict the reactants needed to synthesize it. The reactants are: C([O:4][C:5]1[C:6]([CH2:45][CH3:46])=[C:7]([CH2:34][C:35]([N:37]([CH2:42][CH2:43][OH:44])[CH2:38][CH2:39][O:40][CH3:41])=[O:36])[C:8]([C:15](=[O:33])[C:16]2[CH:21]=[CH:20][C:19]([O:22][CH2:23][CH2:24][N:25]3[CH2:30][CH2:29][O:28][CH2:27][CH2:26]3)=[C:18]([O:31][CH3:32])[CH:17]=2)=[C:9]([O:11]CC=C)[CH:10]=1)C=C.C([O-])=O.[NH4+].